This data is from Reaction yield outcomes from USPTO patents with 853,638 reactions. The task is: Predict the reaction yield, written as a fraction of the theoretical maximum amount of product (1.0 means a 100% yield; for example, 0.34 means a 34% yield). (1) The reactants are [CH2:1]([O:8][C:9]1[CH:14]=[CH:13][C:12](Br)=[CH:11][C:10]=1[F:16])[C:2]1[CH:7]=[CH:6][CH:5]=[CH:4][CH:3]=1.[C:17]([O:21][CH3:22])(=[O:20])[CH:18]=[CH2:19].F[B-](F)(F)F.C(P(C(C)(C)C)C(C)(C)C)(C)(C)C. The catalyst is C1C=CC(/C=C/C(/C=C/C2C=CC=CC=2)=O)=CC=1.C1C=CC(/C=C/C(/C=C/C2C=CC=CC=2)=O)=CC=1.C1C=CC(/C=C/C(/C=C/C2C=CC=CC=2)=O)=CC=1.[Pd].[Pd].O1CCOCC1. The product is [CH3:22][O:21][C:17](=[O:20])/[CH:18]=[CH:19]/[C:12]1[CH:13]=[CH:14][C:9]([O:8][CH2:1][C:2]2[CH:7]=[CH:6][CH:5]=[CH:4][CH:3]=2)=[C:10]([F:16])[CH:11]=1. The yield is 0.220. (2) The reactants are [NH:1]1[CH2:6][CH2:5][S:4](=[O:8])(=[O:7])[CH2:3][CH2:2]1.Cl.[C-:10]#[N:11].[Na+].[F:13][C:14]1[CH:21]=[CH:20][C:17]([CH:18]=O)=[CH:16][CH:15]=1. The catalyst is C(#N)C. The product is [O:7]=[S:4]1(=[O:8])[CH2:5][CH2:6][N:1]([CH:18]([C:17]2[CH:20]=[CH:21][C:14]([F:13])=[CH:15][CH:16]=2)[C:10]#[N:11])[CH2:2][CH2:3]1. The yield is 0.700.